Dataset: Forward reaction prediction with 1.9M reactions from USPTO patents (1976-2016). Task: Predict the product of the given reaction. (1) Given the reactants Cl.Cl.[Cl:3][C:4]1[C:9]([Cl:10])=[C:8]([N:11]2[CH2:16][CH2:15][NH:14][CH2:13][CH2:12]2)[N:7]=[C:6]([NH:17][CH3:18])[N:5]=1.[C:19]([O:23][C:24](=[O:35])[NH:25][C@H:26]1[CH2:31][CH2:30][C@H:29]([CH2:32][CH:33]=O)[CH2:28][CH2:27]1)([CH3:22])([CH3:21])[CH3:20].C(N(CC)CC)C.C(O[BH-](OC(=O)C)OC(=O)C)(=O)C.[Na+].C(=O)([O-])[O-].[K+].[K+], predict the reaction product. The product is: [C:19]([O:23][C:24](=[O:35])[NH:25][C@H:26]1[CH2:27][CH2:28][C@H:29]([CH2:32][CH2:33][N:14]2[CH2:15][CH2:16][N:11]([C:8]3[C:9]([Cl:10])=[C:4]([Cl:3])[N:5]=[C:6]([NH:17][CH3:18])[N:7]=3)[CH2:12][CH2:13]2)[CH2:30][CH2:31]1)([CH3:22])([CH3:21])[CH3:20]. (2) Given the reactants [CH3:1][O:2][C:3]1[CH:8]=[C:7]([N+:9]([O-])=O)[CH:6]=[CH:5][C:4]=1[N:12]1[CH:16]=[C:15]([CH3:17])[N:14]=[CH:13]1, predict the reaction product. The product is: [CH3:1][O:2][C:3]1[CH:8]=[C:7]([CH:6]=[CH:5][C:4]=1[N:12]1[CH:16]=[C:15]([CH3:17])[N:14]=[CH:13]1)[NH2:9]. (3) Given the reactants C1(C)C=CC(S([N:10]2[CH2:16][C:12]3([CH2:15][O:14][CH2:13]3)[CH2:11]2)(=O)=O)=CC=1.[Mg].[C:19]([OH:24])(=[O:23])[C:20]([OH:22])=[O:21], predict the reaction product. The product is: [C:19]([OH:24])(=[O:23])[C:20]([OH:22])=[O:21].[CH2:13]1[C:12]2([CH2:16][NH:10][CH2:11]2)[CH2:15][O:14]1. (4) Given the reactants C(=O)([O-])[O-].[K+].[K+].[C:7]1([NH:13][CH2:14][C:15]2[CH:16]=[C:17]([OH:21])[CH:18]=[CH:19][CH:20]=2)[CH:12]=[CH:11][CH:10]=[CH:9][CH:8]=1.[CH2:22]([O:24][C:25]([C:27]1[C:28]2[S:36][CH:35]=[C:34]([CH2:37]Br)[C:29]=2[C:30]([Cl:33])=[N:31][CH:32]=1)=[O:26])[CH3:23], predict the reaction product. The product is: [CH2:22]([O:24][C:25]([C:27]1[C:28]2[S:36][CH:35]=[C:34]([CH2:37][O:21][C:17]3[CH:18]=[CH:19][CH:20]=[C:15]([CH2:14][NH:13][C:7]4[CH:12]=[CH:11][CH:10]=[CH:9][CH:8]=4)[CH:16]=3)[C:29]=2[C:30]([Cl:33])=[N:31][CH:32]=1)=[O:26])[CH3:23]. (5) Given the reactants Br[C:2]1[CH:3]=[C:4]([S:8]([N:11]2[CH2:20][CH2:19][C:18]3[C@:13]([CH2:31][O:32][CH3:33])([CH2:14][C:15]4[CH:23]=[N:22][N:21]([C:24]5[CH:29]=[CH:28][C:27]([F:30])=[CH:26][CH:25]=5)[C:16]=4[CH:17]=3)[CH2:12]2)(=[O:10])=[O:9])[CH:5]=[N:6][CH:7]=1.[NH:34]1[CH2:37][CH2:36][CH2:35]1, predict the reaction product. The product is: [N:34]1([C:2]2[CH:3]=[C:4]([S:8]([N:11]3[CH2:20][CH2:19][C:18]4[C@:13]([CH2:31][O:32][CH3:33])([CH2:14][C:15]5[CH:23]=[N:22][N:21]([C:24]6[CH:29]=[CH:28][C:27]([F:30])=[CH:26][CH:25]=6)[C:16]=5[CH:17]=4)[CH2:12]3)(=[O:10])=[O:9])[CH:5]=[N:6][CH:7]=2)[CH2:37][CH2:36][CH2:35]1. (6) Given the reactants [NH2:1][C:2]([CH3:16])([CH2:5][N:6]1[N:10]=[C:9]2[CH:11]=[CH:12][CH:13]=[C:14]([Cl:15])[C:8]2=[N:7]1)[C:3]#[N:4].[F:17][C:18]([F:29])([F:28])[C:19]1[CH:27]=[CH:26][C:22]([C:23](Cl)=[S:24])=[CH:21][CH:20]=1, predict the reaction product. The product is: [Cl:15][C:14]1[C:8]2[C:9](=[N:10][N:6]([CH2:5][C:2]([NH:1][C:23](=[S:24])[C:22]3[CH:21]=[CH:20][C:19]([C:18]([F:17])([F:28])[F:29])=[CH:27][CH:26]=3)([C:3]#[N:4])[CH3:16])[N:7]=2)[CH:11]=[CH:12][CH:13]=1. (7) Given the reactants [CH2:1]([C:3]1[C:11]([F:12])=[C:10](SCCO)[CH:9]=[CH:8][C:4]=1[C:5]([OH:7])=[O:6])[CH3:2].[OH-].[Na+].C([O-])(O)=O.[Na+].O[O:25][S:26]([O-:28])=O.[K+].Cl.[CH3:31][C:32](C)=[O:33], predict the reaction product. The product is: [CH2:1]([C:3]1[C:11]([F:12])=[C:10]([S:26]([CH2:31][CH2:32][OH:33])(=[O:28])=[O:25])[CH:9]=[CH:8][C:4]=1[C:5]([OH:7])=[O:6])[CH3:2].